This data is from Forward reaction prediction with 1.9M reactions from USPTO patents (1976-2016). The task is: Predict the product of the given reaction. The product is: [C:6]([O:10][C:11]([N:13]1[CH2:18][CH2:17][C:16]2=[C:19]([CH:26]=[O:27])[NH:20][CH:21]=[C:15]2[C:14]1=[O:22])=[O:12])([CH3:9])([CH3:7])[CH3:8]. Given the reactants O=P(Cl)(Cl)Cl.[C:6]([O:10][C:11]([N:13]1[CH2:18][CH2:17][C:16]2=[CH:19][NH:20][CH:21]=[C:15]2[C:14]1=[O:22])=[O:12])([CH3:9])([CH3:8])[CH3:7].CN([CH:26]=[O:27])C, predict the reaction product.